Dataset: Forward reaction prediction with 1.9M reactions from USPTO patents (1976-2016). Task: Predict the product of the given reaction. (1) The product is: [CH3:11][O:12][C:13]([C:15]1[S:16][C:17]([C:22]([CH3:25])([CH3:24])[CH3:23])=[CH:18][C:19]=1[CH2:20][NH:7][CH2:6][C:5]1[CH:8]=[CH:9][C:2]([Br:1])=[CH:3][C:4]=1[F:10])=[O:14]. Given the reactants [Br:1][C:2]1[CH:9]=[CH:8][C:5]([CH2:6][NH2:7])=[C:4]([F:10])[CH:3]=1.[CH3:11][O:12][C:13]([C:15]1[S:16][C:17]([C:22]([CH3:25])([CH3:24])[CH3:23])=[CH:18][C:19]=1[CH2:20]Br)=[O:14].C(=O)([O-])[O-].[Cs+].[Cs+], predict the reaction product. (2) Given the reactants [Br:1][C:2]1[CH:10]=[CH:9][C:5]([C:6](O)=[O:7])=[CH:4][C:3]=1[Cl:11].Cl.[CH3:13][NH:14][O:15][CH3:16].C1C=C2N=NN(O)C2=CC=1.O.Cl.C(N=C=NCCCN(C)C)C.C(=O)([O-])O.[Na+], predict the reaction product. The product is: [Br:1][C:2]1[CH:10]=[CH:9][C:5]([C:6]([N:14]([O:15][CH3:16])[CH3:13])=[O:7])=[CH:4][C:3]=1[Cl:11]. (3) Given the reactants [CH3:1][O:2][C:3]1[C:4]2[N:11]=[C:10]([NH2:12])[S:9][C:5]=2[N:6]=[CH:7][N:8]=1.[H-].[Na+].C(N(CC)C(C)C)(C)C.[C:24]([O:28][C:29]([N:31]1[CH2:36][CH2:35][N:34]([C:37](Cl)=[O:38])[CH2:33][CH2:32]1)=[O:30])([CH3:27])([CH3:26])[CH3:25], predict the reaction product. The product is: [C:24]([O:28][C:29]([N:31]1[CH2:32][CH2:33][N:34]([C:37](=[O:38])[NH:12][C:10]2[S:9][C:5]3[N:6]=[CH:7][N:8]=[C:3]([O:2][CH3:1])[C:4]=3[N:11]=2)[CH2:35][CH2:36]1)=[O:30])([CH3:27])([CH3:25])[CH3:26]. (4) Given the reactants [NH2:1][C:2]1[N:7]=[CH:6][C:5]([C:8]2[CH:9]=[CH:10][C:11]3[C:12]4[C:20]([NH:21][C@H:22]([CH:27]5[CH2:29][CH2:28]5)[C:23]([F:26])([F:25])[F:24])=[N:19][CH:18]=[C:17]([C:30]([NH2:32])=[O:31])[C:13]=4[NH:14][C:15]=3[CH:16]=2)=[CH:4][N:3]=1.[B-](F)(F)(F)F.C1C=CN=CC=1.C1C=CN=CC=1.[IH2+:50].FC(F)(F)S(O)(=O)=O.C(=O)(O)[O-].[Na+], predict the reaction product. The product is: [NH2:1][C:2]1[N:3]=[CH:4][C:5]([C:8]2[C:9]([I:50])=[CH:10][C:11]3[C:12]4[C:20]([NH:21][C@H:22]([CH:27]5[CH2:29][CH2:28]5)[C:23]([F:25])([F:24])[F:26])=[N:19][CH:18]=[C:17]([C:30]([NH2:32])=[O:31])[C:13]=4[NH:14][C:15]=3[CH:16]=2)=[CH:6][N:7]=1. (5) The product is: [F:1][C:2]1[CH:23]=[C:22]([NH2:24])[CH:21]=[CH:20][C:3]=1[O:4][C:5]1[CH:10]=[CH:9][N:8]=[C:7]2[CH:11]=[C:12]([C:14]3[N:15]([CH3:19])[CH:16]=[CH:17][N:18]=3)[S:13][C:6]=12. Given the reactants [F:1][C:2]1[CH:23]=[C:22]([N+:24]([O-])=O)[CH:21]=[CH:20][C:3]=1[O:4][C:5]1[CH:10]=[CH:9][N:8]=[C:7]2[CH:11]=[C:12]([C:14]3[N:15]([CH3:19])[CH:16]=[CH:17][N:18]=3)[S:13][C:6]=12.[BH4-].[Na+], predict the reaction product. (6) The product is: [Cl:39][C:23]1[S:22][C:21]([C:18]2[CH:19]=[CH:20][C:15]([C:12]3[CH:13]=[CH:14][C:9]([C:6]4([C:4]([OH:5])=[O:3])[CH2:7][CH2:8]4)=[CH:10][CH:11]=3)=[C:16]([O:40][CH3:41])[CH:17]=2)=[C:25]([NH:26][C:27]([O:29][C@@H:30]([C:32]2[CH:37]=[CH:36][CH:35]=[CH:34][C:33]=2[F:38])[CH3:31])=[O:28])[CH:24]=1. Given the reactants C([O:3][C:4]([C:6]1([C:9]2[CH:14]=[CH:13][C:12]([C:15]3[CH:20]=[CH:19][C:18]([C:21]4[S:22][C:23]([Cl:39])=[CH:24][C:25]=4[NH:26][C:27]([O:29][C@@H:30]([C:32]4[CH:37]=[CH:36][CH:35]=[CH:34][C:33]=4[F:38])[CH3:31])=[O:28])=[CH:17][C:16]=3[O:40][CH3:41])=[CH:11][CH:10]=2)[CH2:8][CH2:7]1)=[O:5])C.[OH-].[Na+].Cl, predict the reaction product.